From a dataset of Full USPTO retrosynthesis dataset with 1.9M reactions from patents (1976-2016). Predict the reactants needed to synthesize the given product. (1) Given the product [OH:31][C:6]1[CH:7]=[CH:8][C:9]([C:12](=[C:20]2[CH2:25][C:24]([CH3:26])([CH3:27])[CH2:23][C:22]([CH3:29])([CH3:28])[CH2:21]2)[C:13]2[CH:14]=[CH:15][C:16]([O:19][C:37]([CH3:44])([CH3:43])[C:38]([O:40][CH2:41][CH3:42])=[O:39])=[CH:17][CH:18]=2)=[CH:10][CH:11]=1, predict the reactants needed to synthesize it. The reactants are: N1C=CC=C1[C:6]1[CH:11]=[CH:10][C:9]([C:12](=[C:20]2[CH2:25][C:24]([CH3:27])([CH3:26])[CH2:23][C:22]([CH3:29])([CH3:28])[CH2:21]2)[C:13]2[CH:18]=[CH:17][C:16]([OH:19])=[CH:15][CH:14]=2)=[CH:8][CH:7]=1.C([O-])([O-])=[O:31].[K+].[K+].Br[C:37]([CH3:44])([CH3:43])[C:38]([O:40][CH2:41][CH3:42])=[O:39]. (2) Given the product [O:1]=[C:2]1[C:11]2[C:6](=[CH:7][CH:8]=[CH:9][CH:10]=2)[NH:5][CH:4]=[C:3]1[C:12]([NH:14][C:15]1[CH:16]=[C:17]([C:24]([OH:26])=[O:25])[C:18]2[CH:19]=[CH:20][NH:21][C:22]=2[CH:23]=1)=[O:13], predict the reactants needed to synthesize it. The reactants are: [O:1]=[C:2]1[C:11]2[C:6](=[CH:7][CH:8]=[CH:9][CH:10]=2)[NH:5][CH:4]=[C:3]1[C:12]([NH:14][C:15]1[CH:16]=[C:17]([C:24]([O:26]CC)=[O:25])[C:18]2[CH:19]=[CH:20][NH:21][C:22]=2[CH:23]=1)=[O:13].[OH-].[Na+].Cl. (3) Given the product [Cl:17][C:14]1[CH:15]=[CH:16][C:11]([CH2:10][NH:9][C:5]2[CH:4]=[CH:3][CH:2]=[C:7]([Cl:18])[N:6]=2)=[CH:12][CH:13]=1, predict the reactants needed to synthesize it. The reactants are: Br[C:2]1[CH:3]=[CH:4][C:5]([NH:9][CH2:10][C:11]2[CH:16]=[CH:15][C:14]([Cl:17])=[CH:13][CH:12]=2)=[N:6][C:7]=1F.[Cl:18]C1C=CC(C=O)=CC=1.FC(F)(F)C(O)=O.C([SiH](CC)CC)C. (4) Given the product [NH2:1][C:2]1[CH:10]=[CH:9][C:5]([C:6]([O:8][CH2:11][CH2:12][OH:13])=[O:7])=[CH:4][CH:3]=1, predict the reactants needed to synthesize it. The reactants are: [NH2:1][C:2]1[CH:10]=[CH:9][C:5]([C:6]([OH:8])=[O:7])=[CH:4][CH:3]=1.[CH2:11](O)[CH2:12][OH:13].C1CCC(N=C=NC2CCCCC2)CC1. (5) Given the product [Cl:25][C:26]1[CH:27]=[C:28]([S:33][Cl:37])[CH:29]=[CH:30][C:31]=1[F:32], predict the reactants needed to synthesize it. The reactants are: C(C1C(O)=C(C(C)=C(SC2C=CC(OC)=CC=2)C=1)C(O)=O)(C)(C)C.[Cl:25][C:26]1[CH:27]=[C:28]([SH:33])[CH:29]=[CH:30][C:31]=1[F:32].S(Cl)([Cl:37])(=O)=O.ClN1C(=O)CCC1=O.